Dataset: Forward reaction prediction with 1.9M reactions from USPTO patents (1976-2016). Task: Predict the product of the given reaction. (1) Given the reactants [S:1]1[C:5]2[CH:6]=[C:7]([N:10]3[CH2:14][CH:13]([CH3:15])[NH:12][C:11]3=[O:16])[CH:8]=[CH:9][C:4]=2[N:3]=[CH:2]1.I[C:18]1[CH:19]=[N:20][CH:21]=[CH:22][C:23]=1[CH3:24].CNC1CCCCC1NC.P([O-])([O-])([O-])=O.[K+].[K+].[K+], predict the reaction product. The product is: [S:1]1[C:5]2[CH:6]=[C:7]([N:10]3[CH2:14][CH:13]([CH3:15])[N:12]([C:18]4[CH:19]=[N:20][CH:21]=[CH:22][C:23]=4[CH3:24])[C:11]3=[O:16])[CH:8]=[CH:9][C:4]=2[N:3]=[CH:2]1. (2) Given the reactants [NH:1]1[CH2:6][CH2:5][CH2:4][C@@H:3]([NH:7][C:8]([N:10]2[CH2:19][CH2:18][C:17]3[C:12](=[CH:13][CH:14]=[CH:15][CH:16]=3)[CH:11]2[C:20]2[CH:25]=[CH:24][C:23]([C:26]([F:29])([F:28])[F:27])=[CH:22][CH:21]=2)=[O:9])[CH2:2]1.C=O.[C:32](O[BH-](OC(=O)C)OC(=O)C)(=O)C.[Na+].C([O-])(O)=O.[Na+], predict the reaction product. The product is: [CH3:32][N:1]1[CH2:6][CH2:5][CH2:4][C@@H:3]([NH:7][C:8]([N:10]2[CH2:19][CH2:18][C:17]3[C:12](=[CH:13][CH:14]=[CH:15][CH:16]=3)[CH:11]2[C:20]2[CH:21]=[CH:22][C:23]([C:26]([F:27])([F:28])[F:29])=[CH:24][CH:25]=2)=[O:9])[CH2:2]1. (3) The product is: [Cl:1][C:2]1[CH:3]=[C:4]([N:12]=[C:13]2[N:18]([CH2:19][C:20]3[CH:25]=[CH:24][C:23]([CH3:26])=[CH:22][CH:21]=3)[C:17](=[O:27])[N:16]([CH2:28][CH2:29][C:30]([OH:32])=[O:31])[C:15](=[O:35])[NH:14]2)[CH:5]=[CH:6][C:7]=1[O:8][CH:9]([CH3:11])[CH3:10]. Given the reactants [Cl:1][C:2]1[CH:3]=[C:4]([N:12]=[C:13]2[N:18]([CH2:19][C:20]3[CH:25]=[CH:24][C:23]([CH3:26])=[CH:22][CH:21]=3)[C:17](=[O:27])[N:16]([CH2:28][CH2:29][C:30]([O:32]CC)=[O:31])[C:15](=[O:35])[NH:14]2)[CH:5]=[CH:6][C:7]=1[O:8][CH:9]([CH3:11])[CH3:10].CO.[OH-].[Li+], predict the reaction product. (4) Given the reactants [CH3:1][C:2]1[CH:21]=[CH:20][CH:19]=[C:18]([CH3:22])[C:3]=1[CH2:4][O:5][C:6]1[CH:7]=[C:8]([CH:12]=[CH:13][C:14]=1[N+:15]([O-])=O)[C:9]([OH:11])=[O:10], predict the reaction product. The product is: [NH2:15][C:14]1[CH:13]=[CH:12][C:8]([C:9]([OH:11])=[O:10])=[CH:7][C:6]=1[O:5][CH2:4][C:3]1[C:18]([CH3:22])=[CH:19][CH:20]=[CH:21][C:2]=1[CH3:1]. (5) Given the reactants Br[C:2]1[CH:7]=[CH:6][C:5]([C:8]2[C:9](=[O:18])[NH:10][C:11]3([CH2:17][CH2:16][CH2:15][CH2:14][CH2:13]3)[N:12]=2)=[CH:4][CH:3]=1.C([Li])CCC.CCCCCC.CN(C)[CH:32]=[O:33], predict the reaction product. The product is: [O:18]=[C:9]1[NH:10][C:11]2([CH2:17][CH2:16][CH2:15][CH2:14][CH2:13]2)[N:12]=[C:8]1[C:5]1[CH:6]=[CH:7][C:2]([CH:32]=[O:33])=[CH:3][CH:4]=1. (6) Given the reactants [C:1]([O:5][C:6]([NH:8][C@@H:9]1[CH2:12][C@H:11]([C:13]([OH:15])=O)[C:10]1([CH3:17])[CH3:16])=[O:7])([CH3:4])([CH3:3])[CH3:2].[CH:18]1[CH:19]=[CH:20]C2N(O)N=[N:24][C:22]=2[CH:23]=1.N1CCCCC1.CCN(CC)CC, predict the reaction product. The product is: [CH3:16][C:10]1([CH3:17])[C@@H:11]([C:13]([N:24]2[CH2:20][CH2:19][CH2:18][CH2:23][CH2:22]2)=[O:15])[CH2:12][C@H:9]1[NH:8][C:6](=[O:7])[O:5][C:1]([CH3:2])([CH3:3])[CH3:4]. (7) Given the reactants C[C:2]1[CH:6]=C(C)[N:4]([C:8](=[NH:19])[NH:9][S:10]([C:13]2[CH:18]=[CH:17][CH:16]=[CH:15][CH:14]=2)(=[O:12])=[O:11])[N:3]=1.CS(O)(=O)=O.NN1CC[O:29][CH2:28][CH2:27]1, predict the reaction product. The product is: [NH2:19][C:8]([NH:4][N:3]1[CH2:2][CH2:6][O:29][CH2:28][CH2:27]1)=[N:9][S:10]([C:13]1[CH:14]=[CH:15][CH:16]=[CH:17][CH:18]=1)(=[O:11])=[O:12].